This data is from Forward reaction prediction with 1.9M reactions from USPTO patents (1976-2016). The task is: Predict the product of the given reaction. (1) Given the reactants C([O:5][C:6](=[O:61])/[CH:7]=[CH:8]/[C:9]1[C:14](=[O:15])[N:13]2[CH:16]=[CH:17][C:18]([C:20]([NH:22][C:23]3[S:24][CH:25]=[C:26]([C:28]([CH3:31])([CH3:30])[CH3:29])[N:27]=3)=[O:21])=[CH:19][C:12]2=[N:11][C:10]=1[N:32]1[CH2:37][CH2:36][N:35]([C:38](=[O:60])[C:39]([C:47]2[S:51][C:50]([NH:52]C(OC(C)(C)C)=O)=[N:49][CH:48]=2)=[CH:40][C:41]2[CH:46]=[CH:45][N:44]=[CH:43][CH:42]=2)[CH2:34][CH2:33]1)(C)(C)C.C1(C)C=CC=CC=1, predict the reaction product. The product is: [NH2:52][C:50]1[S:51][C:47]([C:39](=[CH:40][C:41]2[CH:42]=[CH:43][N:44]=[CH:45][CH:46]=2)[C:38]([N:35]2[CH2:36][CH2:37][N:32]([C:10]3[N:11]=[C:12]4[CH:19]=[C:18]([C:20]([NH:22][C:23]5[S:24][CH:25]=[C:26]([C:28]([CH3:31])([CH3:29])[CH3:30])[N:27]=5)=[O:21])[CH:17]=[CH:16][N:13]4[C:14](=[O:15])[C:9]=3/[CH:8]=[CH:7]/[C:6]([OH:61])=[O:5])[CH2:33][CH2:34]2)=[O:60])=[CH:48][N:49]=1. (2) Given the reactants [O:1]=[C:2]1[CH2:11][C:10]2[CH:9]=[C:8]([NH:12]C(=O)OC(C)(C)C)[CH:7]=[CH:6][C:5]=2[CH2:4][CH2:3]1.[BH4-].[Na+].O, predict the reaction product. The product is: [NH2:12][C:8]1[CH:9]=[C:10]2[C:5]([CH2:4][CH2:3][CH:2]([OH:1])[CH2:11]2)=[CH:6][CH:7]=1. (3) Given the reactants [C:1]1([C:7]2[C:11]3[CH2:12][NH:13][CH2:14][CH2:15][C:10]=3[NH:9][N:8]=2)[CH:6]=[CH:5][CH:4]=[CH:3][CH:2]=1.[OH:16][CH:17]([CH2:21][C:22]1[CH:27]=[CH:26][CH:25]=[CH:24][CH:23]=1)[C:18](O)=[O:19].CN(C(ON1N=NC2C=CC=NC1=2)=[N+](C)C)C.F[P-](F)(F)(F)(F)F.CCN(C(C)C)C(C)C, predict the reaction product. The product is: [OH:16][CH:17]([CH2:21][C:22]1[CH:27]=[CH:26][CH:25]=[CH:24][CH:23]=1)[C:18]([N:13]1[CH2:14][CH2:15][C:10]2[NH:9][N:8]=[C:7]([C:1]3[CH:2]=[CH:3][CH:4]=[CH:5][CH:6]=3)[C:11]=2[CH2:12]1)=[O:19]. (4) Given the reactants [Cl-].O[NH3+:3].[C:4](=[O:7])([O-])[OH:5].[Na+].CS(C)=O.[CH3:13][C:14]1[N:51]=[C:17]2[N:18]([C:41]3[CH:46]=[CH:45][C:44]([O:47][CH:48]([CH3:50])[CH3:49])=[CH:43][CH:42]=3)[C:19](=[O:40])[C:20]([CH2:25][C:26]3[CH:31]=[CH:30][C:29]([C:32]4[C:33]([C:38]#[N:39])=[CH:34][CH:35]=[CH:36][CH:37]=4)=[CH:28][CH:27]=3)=[C:21]([CH2:22][CH2:23][CH3:24])[N:16]2[N:15]=1, predict the reaction product. The product is: [CH3:13][C:14]1[N:51]=[C:17]2[N:18]([C:41]3[CH:46]=[CH:45][C:44]([O:47][CH:48]([CH3:50])[CH3:49])=[CH:43][CH:42]=3)[C:19](=[O:40])[C:20]([CH2:25][C:26]3[CH:27]=[CH:28][C:29]([C:32]4[CH:37]=[CH:36][CH:35]=[CH:34][C:33]=4[C:38]4[NH:3][C:4](=[O:7])[O:5][N:39]=4)=[CH:30][CH:31]=3)=[C:21]([CH2:22][CH2:23][CH3:24])[N:16]2[N:15]=1. (5) Given the reactants Br[C:2]1[S:3][CH:4]=[C:5]([C:7]([NH:9][C:10]2[CH:11]=[N:12][N:13]([CH3:31])[C:14]=2[C@H:15]2[O:21][CH2:20][C@H:19]([F:22])[C@H:18]([NH:23]C(=O)OC(C)(C)C)[CH2:17][CH2:16]2)=[O:8])[N:6]=1.[CH3:32][N:33]1[CH:37]=[C:36](B(O)O)[C:35]([C:41]([F:44])([F:43])[F:42])=[N:34]1, predict the reaction product. The product is: [NH2:23][C@H:18]1[C@@H:19]([F:22])[CH2:20][O:21][C@H:15]([C:14]2[N:13]([CH3:31])[N:12]=[CH:11][C:10]=2[NH:9][C:7]([C:5]2[N:6]=[C:2]([C:36]3[C:35]([C:41]([F:44])([F:43])[F:42])=[N:34][N:33]([CH3:32])[CH:37]=3)[S:3][CH:4]=2)=[O:8])[CH2:16][CH2:17]1. (6) Given the reactants Cl.Cl.[NH:3]1[C:7]2[CH:8]=[CH:9][C:10]([C:12]([N:14]3[CH2:21][C@@H:20]4[C@H:16]([CH2:17][NH:18][CH2:19]4)[CH2:15]3)=[O:13])=[CH:11][C:6]=2[N:5]=[N:4]1.C(N(CC)CC)C.[Cl:29][C:30]1[CH:35]=[CH:34][C:33]([CH:36]2[CH2:41][CH2:40][N:39]([C:42](Cl)=[O:43])[CH2:38][CH2:37]2)=[CH:32][CH:31]=1, predict the reaction product. The product is: [NH:3]1[C:7]2[CH:8]=[CH:9][C:10]([C:12]([N:14]3[CH2:15][C@@H:16]4[C@H:20]([CH2:19][N:18]([C:42]([N:39]5[CH2:40][CH2:41][CH:36]([C:33]6[CH:32]=[CH:31][C:30]([Cl:29])=[CH:35][CH:34]=6)[CH2:37][CH2:38]5)=[O:43])[CH2:17]4)[CH2:21]3)=[O:13])=[CH:11][C:6]=2[N:5]=[N:4]1.